From a dataset of NCI-60 drug combinations with 297,098 pairs across 59 cell lines. Regression. Given two drug SMILES strings and cell line genomic features, predict the synergy score measuring deviation from expected non-interaction effect. (1) Drug 1: CC1=C(C=C(C=C1)NC(=O)C2=CC=C(C=C2)CN3CCN(CC3)C)NC4=NC=CC(=N4)C5=CN=CC=C5. Drug 2: CCC1(CC2CC(C3=C(CCN(C2)C1)C4=CC=CC=C4N3)(C5=C(C=C6C(=C5)C78CCN9C7C(C=CC9)(C(C(C8N6C)(C(=O)OC)O)OC(=O)C)CC)OC)C(=O)OC)O.OS(=O)(=O)O. Cell line: SK-OV-3. Synergy scores: CSS=1.65, Synergy_ZIP=6.24, Synergy_Bliss=2.96, Synergy_Loewe=-13.6, Synergy_HSA=-3.27. (2) Drug 1: C1CCC(CC1)NC(=O)N(CCCl)N=O. Drug 2: CCN(CC)CCNC(=O)C1=C(NC(=C1C)C=C2C3=C(C=CC(=C3)F)NC2=O)C. Cell line: OVCAR-5. Synergy scores: CSS=7.35, Synergy_ZIP=0.863, Synergy_Bliss=2.69, Synergy_Loewe=-1.49, Synergy_HSA=-0.984. (3) Drug 1: COC1=CC(=CC(=C1O)OC)C2C3C(COC3=O)C(C4=CC5=C(C=C24)OCO5)OC6C(C(C7C(O6)COC(O7)C8=CC=CS8)O)O. Drug 2: CC(C)(C#N)C1=CC(=CC(=C1)CN2C=NC=N2)C(C)(C)C#N. Cell line: BT-549. Synergy scores: CSS=38.6, Synergy_ZIP=5.33, Synergy_Bliss=0.711, Synergy_Loewe=-7.92, Synergy_HSA=1.72. (4) Drug 1: C1=NC(=NC(=O)N1C2C(C(C(O2)CO)O)O)N. Drug 2: CS(=O)(=O)CCNCC1=CC=C(O1)C2=CC3=C(C=C2)N=CN=C3NC4=CC(=C(C=C4)OCC5=CC(=CC=C5)F)Cl. Cell line: K-562. Synergy scores: CSS=40.6, Synergy_ZIP=7.56, Synergy_Bliss=11.6, Synergy_Loewe=-11.8, Synergy_HSA=4.15. (5) Synergy scores: CSS=25.3, Synergy_ZIP=-7.28, Synergy_Bliss=-4.08, Synergy_Loewe=-22.7, Synergy_HSA=-6.71. Cell line: OVCAR3. Drug 2: COC1=CC(=CC(=C1O)OC)C2C3C(COC3=O)C(C4=CC5=C(C=C24)OCO5)OC6C(C(C7C(O6)COC(O7)C8=CC=CS8)O)O. Drug 1: CNC(=O)C1=CC=CC=C1SC2=CC3=C(C=C2)C(=NN3)C=CC4=CC=CC=N4. (6) Drug 1: CC12CCC3C(C1CCC2=O)CC(=C)C4=CC(=O)C=CC34C. Cell line: SNB-19. Drug 2: CN1C(=O)N2C=NC(=C2N=N1)C(=O)N. Synergy scores: CSS=45.1, Synergy_ZIP=-0.247, Synergy_Bliss=-0.919, Synergy_Loewe=-2.89, Synergy_HSA=-2.39. (7) Drug 1: CN1C(=O)N2C=NC(=C2N=N1)C(=O)N. Drug 2: CCN(CC)CCCC(C)NC1=C2C=C(C=CC2=NC3=C1C=CC(=C3)Cl)OC. Synergy scores: CSS=25.3, Synergy_ZIP=11.2, Synergy_Bliss=18.9, Synergy_Loewe=-10.6, Synergy_HSA=7.40. Cell line: HCT-15.